Dataset: Peptide-MHC class I binding affinity with 185,985 pairs from IEDB/IMGT. Task: Regression. Given a peptide amino acid sequence and an MHC pseudo amino acid sequence, predict their binding affinity value. This is MHC class I binding data. (1) The peptide sequence is ISYTYNDNW. The MHC is HLA-A31:01 with pseudo-sequence HLA-A31:01. The binding affinity (normalized) is 0.0847. (2) The peptide sequence is RTDGKVFQF. The MHC is HLA-B57:01 with pseudo-sequence HLA-B57:01. The binding affinity (normalized) is 0.607. (3) The MHC is HLA-A33:01 with pseudo-sequence HLA-A33:01. The peptide sequence is TISSESLVY. The binding affinity (normalized) is 0.0820. (4) The peptide sequence is YHSNVKELVF. The MHC is Mamu-B8301 with pseudo-sequence Mamu-B8301. The binding affinity (normalized) is 0.0400. (5) The peptide sequence is FVGKTVWFV. The MHC is HLA-A02:06 with pseudo-sequence HLA-A02:06. The binding affinity (normalized) is 0.799. (6) The peptide sequence is SPPIPMSRLF. The MHC is HLA-B35:01 with pseudo-sequence HLA-B35:01. The binding affinity (normalized) is 0.0788.